Task: Predict the product of the given reaction.. Dataset: Forward reaction prediction with 1.9M reactions from USPTO patents (1976-2016) (1) Given the reactants CS(O[CH2:6][C:7]1[CH:12]=[C:11]([N+:13]([O-:15])=[O:14])[CH:10]=[CH:9][C:8]=1[CH2:16][CH2:17]OS(C)(=O)=O)(=O)=O.[CH2:23]([NH2:30])[C:24]1[CH:29]=[CH:28][CH:27]=[CH:26][CH:25]=1, predict the reaction product. The product is: [CH2:23]([N:30]1[CH2:17][CH2:16][C:8]2[C:7](=[CH:12][C:11]([N+:13]([O-:15])=[O:14])=[CH:10][CH:9]=2)[CH2:6]1)[C:24]1[CH:29]=[CH:28][CH:27]=[CH:26][CH:25]=1. (2) Given the reactants [NH2:1][C:2]1[NH:3][C:4](=O)[C:5]2[N:11]=[C:10]([C:12]3[CH:17]=[CH:16][C:15]([F:18])=[CH:14][CH:13]=3)[CH:9]=[CH:8][C:6]=2[N:7]=1.N12CCCN=C1CCCCC2.F[P-](F)(F)(F)(F)F.N1(O[P+](N(C)C)(N(C)C)N(C)C)C2C=CC=CC=2N=N1.Cl.[NH2:59][CH:60]1[CH2:65][CH2:64][CH2:63][N:62]([C:66]([O:68][C:69]([CH3:72])([CH3:71])[CH3:70])=[O:67])[CH2:61]1, predict the reaction product. The product is: [NH2:1][C:2]1[N:3]=[C:4]([NH:59][CH:60]2[CH2:65][CH2:64][CH2:63][N:62]([C:66]([O:68][C:69]([CH3:72])([CH3:71])[CH3:70])=[O:67])[CH2:61]2)[C:5]2[N:11]=[C:10]([C:12]3[CH:17]=[CH:16][C:15]([F:18])=[CH:14][CH:13]=3)[CH:9]=[CH:8][C:6]=2[N:7]=1. (3) The product is: [CH:1]1([N:5]2[CH2:11][CH2:10][CH2:9][N:8]([C:12]([C:14]3[CH:15]=[CH:16][C:17]([CH2:18][OH:19])=[CH:20][CH:21]=3)=[O:13])[CH2:7][CH2:6]2)[CH2:4][CH2:3][CH2:2]1. Given the reactants [CH:1]1([N:5]2[CH2:11][CH2:10][CH2:9][N:8]([C:12]([C:14]3[CH:21]=[CH:20][C:17]([CH:18]=[O:19])=[CH:16][CH:15]=3)=[O:13])[CH2:7][CH2:6]2)[CH2:4][CH2:3][CH2:2]1.[BH4-].[Na+], predict the reaction product. (4) Given the reactants [NH2:1][C:2]1[N:3]=[C:4]([CH3:13])[CH:5]=[C:6]([CH:12]=1)[C:7]([O:9][CH2:10][CH3:11])=[O:8].[I:14]N1C(=O)CCC1=O, predict the reaction product. The product is: [NH2:1][C:2]1[N:3]=[C:4]([CH3:13])[C:5]([I:14])=[C:6]([CH:12]=1)[C:7]([O:9][CH2:10][CH3:11])=[O:8]. (5) Given the reactants Cl[C:2]1[CH:7]=[CH:6][CH:5]=[CH:4][C:3]=1[CH2:8][N:9]1[C:21]2[C:20]3[CH:19]=[C:18]([O:22][CH3:23])[C:17]([C:24]4[C:25]([CH3:30])=[N:26][O:27][C:28]=4[CH3:29])=[CH:16][C:15]=3[N:14]=[CH:13][C:12]=2[O:11][C:10]1=[O:31].[CH3:32][O:33]C1C=C(C=CC=1)CBr, predict the reaction product. The product is: [CH3:30][C:25]1[C:24]([C:17]2[C:18]([O:22][CH3:23])=[CH:19][C:20]3[C:21]4[N:9]([CH2:8][C:3]5[CH:4]=[CH:5][CH:6]=[C:7]([O:33][CH3:32])[CH:2]=5)[C:10](=[O:31])[O:11][C:12]=4[CH:13]=[N:14][C:15]=3[CH:16]=2)=[C:28]([CH3:29])[O:27][N:26]=1. (6) Given the reactants [F:1][CH2:2][CH2:3][O:4][C:5]1[N:9]([C:10]2[CH:15]=[CH:14][N:13]=[C:12]([NH2:16])[N:11]=2)[C:8]2[CH:17]=[C:18](I)[CH:19]=[CH:20][C:7]=2[N:6]=1.[CH3:22][C:23]1[O:27][N:26]=[C:25]([C@:28]([OH:32])([C:30]#[CH:31])[CH3:29])[N:24]=1, predict the reaction product. The product is: [NH2:16][C:12]1[N:11]=[C:10]([N:9]2[C:8]3[CH:17]=[C:18]([C:31]#[C:30][C@:28]([C:25]4[N:24]=[C:23]([CH3:22])[O:27][N:26]=4)([OH:32])[CH3:29])[CH:19]=[CH:20][C:7]=3[N:6]=[C:5]2[O:4][CH2:3][CH2:2][F:1])[CH:15]=[CH:14][N:13]=1. (7) Given the reactants [CH3:1][C:2]1([CH3:34])[O:6][C@H:5]2[C@H:7]([NH:12][C:13]3[N:18]4[N:19]=[C:20]([C:22]5[CH:27]=[CH:26][CH:25]=[C:24]([C:28]#[C:29][Si](C)(C)C)[CH:23]=5)[CH:21]=[C:17]4[N:16]=[CH:15][CH:14]=3)[CH2:8][C@H:9]([CH2:10][OH:11])[C@H:4]2[O:3]1.C1(C#C[Si](C)(C)C)C=CC=CC=1.CO.C(=O)([O-])[O-].[K+].[K+].[Cl-].[NH4+], predict the reaction product. The product is: [C:28]([C:24]1[CH:23]=[C:22]([C:20]2[CH:21]=[C:17]3[N:16]=[CH:15][CH:14]=[C:13]([NH:12][C@H:7]4[C@@H:5]5[O:6][C:2]([CH3:34])([CH3:1])[O:3][C@@H:4]5[C@@H:9]([CH2:10][OH:11])[CH2:8]4)[N:18]3[N:19]=2)[CH:27]=[CH:26][CH:25]=1)#[CH:29]. (8) Given the reactants [F:1][C:2]([F:14])([F:13])[C:3]1[CH:12]=[CH:11][C:6]2[N:7]=[C:8]([NH2:10])[S:9][C:5]=2[CH:4]=1.[F:15][C:16]([F:27])([F:26])[C:17]1[CH:18]=[C:19]([CH:23]=[CH:24][CH:25]=1)[C:20](Cl)=[O:21].C[O:29][C:30]1[CH:39]=CC2N=C(N)SC=2C=1.ClC1C=C(C=CC=1)C(Cl)=[O:45], predict the reaction product. The product is: [F:14][C:2]([F:1])([F:13])[C:3]1[CH:12]=[CH:11][C:6]2[N:7]([CH2:39][C:30]([OH:29])=[O:45])[C:8](=[N:10][C:20](=[O:21])[C:19]3[CH:23]=[CH:24][CH:25]=[C:17]([C:16]([F:27])([F:26])[F:15])[CH:18]=3)[S:9][C:5]=2[CH:4]=1.